From a dataset of Forward reaction prediction with 1.9M reactions from USPTO patents (1976-2016). Predict the product of the given reaction. (1) Given the reactants CN(C(ON1N=NC2C=CC=NC1=2)=[N+](C)C)C.F[P-](F)(F)(F)(F)F.[NH2:25][C:26]1[C:27]([C:36]([OH:38])=O)=[CH:28][C:29]2[C:34]([CH:35]=1)=[CH:33][CH:32]=[CH:31][CH:30]=2.Cl.[CH3:40][C:41]([CH3:49])([CH3:48])[C@@H:42]([C:44]([O:46]C)=[O:45])[NH2:43].C(N(CC)C(C)C)(C)C.C([O-])(O)=O.[Na+], predict the reaction product. The product is: [NH2:25][C:26]1[C:27]([C:36]([NH:43][C@H:42]([C:44]([OH:46])=[O:45])[C:41]([CH3:49])([CH3:48])[CH3:40])=[O:38])=[CH:28][C:29]2[C:34]([CH:35]=1)=[CH:33][CH:32]=[CH:31][CH:30]=2. (2) Given the reactants [F:1][C:2]1[CH:16]=[CH:15][C:5]([CH2:6][O:7][C:8]2[CH:13]=[CH:12][N+:11]([O-])=[CH:10][CH:9]=2)=[CH:4][CH:3]=1.CC(OC(C)=O)=[O:19], predict the reaction product. The product is: [F:1][C:2]1[CH:16]=[CH:15][C:5]([CH2:6][O:7][C:8]2[CH:13]=[CH:12][NH:11][C:10](=[O:19])[CH:9]=2)=[CH:4][CH:3]=1. (3) The product is: [C:8]1([C:26]2[CH:27]=[CH:28][CH:29]=[CH:30][CH:31]=2)[CH:13]=[CH:12][C:11]([CH2:14][CH:15]([CH2:33][C:34]([O:36][C:37]([CH3:40])([CH3:39])[CH3:38])=[O:35])[C:16]([O:18][CH2:19][C:20]2[CH:21]=[CH:22][CH:23]=[CH:24][CH:25]=2)=[O:17])=[CH:10][CH:9]=1. Given the reactants C(NC(C)C)(C)C.[C:8]1([C:26]2[CH:31]=[CH:30][CH:29]=[CH:28][CH:27]=2)[CH:13]=[CH:12][C:11]([CH2:14][CH2:15][C:16]([O:18][CH2:19][C:20]2[CH:25]=[CH:24][CH:23]=[CH:22][CH:21]=2)=[O:17])=[CH:10][CH:9]=1.Br[CH2:33][C:34]([O:36][C:37]([CH3:40])([CH3:39])[CH3:38])=[O:35].[NH4+].[Cl-], predict the reaction product. (4) The product is: [CH3:1][C:2]1([CH3:26])[O:6][C@@H:5]([CH2:7][O:8][C:9]2[CH:10]=[C:11]([CH3:25])[C:12]([C:16]3[CH:21]=[CH:20][CH:19]=[C:18]([CH2:22][NH:27][C:28]4[CH:29]=[C:30]5[C:34](=[CH:35][CH:36]=4)[CH:33]([CH2:37][C:38]([O:40][CH3:41])=[O:39])[C:32]4([CH2:43][CH2:42]4)[CH2:31]5)[C:17]=3[CH3:24])=[C:13]([CH3:15])[CH:14]=2)[CH2:4][O:3]1. Given the reactants [CH3:1][C:2]1([CH3:26])[O:6][C@@H:5]([CH2:7][O:8][C:9]2[CH:14]=[C:13]([CH3:15])[C:12]([C:16]3[CH:21]=[CH:20][CH:19]=[C:18]([CH:22]=O)[C:17]=3[CH3:24])=[C:11]([CH3:25])[CH:10]=2)[CH2:4][O:3]1.[NH2:27][C:28]1[CH:29]=[C:30]2[C:34](=[CH:35][CH:36]=1)[CH:33]([CH2:37][C:38]([O:40][CH3:41])=[O:39])[C:32]1([CH2:43][CH2:42]1)[CH2:31]2.C(O)(=O)C.C(O[BH-](OC(=O)C)OC(=O)C)(=O)C.[Na+], predict the reaction product.